Dataset: Retrosynthesis with 50K atom-mapped reactions and 10 reaction types from USPTO. Task: Predict the reactants needed to synthesize the given product. (1) Given the product CC(C)c1nc2ccc(OC3CCN(C(=O)OC(C)(C)C)CC3)c(N)c2n1Cc1ccc(C#N)c2ccccc12, predict the reactants needed to synthesize it. The reactants are: CC(C)c1nc2ccc(OC3CCN(C(=O)OC(C)(C)C)CC3)c([N+](=O)[O-])c2n1Cc1ccc(C#N)c2ccccc12. (2) Given the product O=C(O)Cc1nc(-c2ccc(Cl)cc2)oc1-c1ccsc1, predict the reactants needed to synthesize it. The reactants are: CCOC(=O)Cc1nc(-c2ccc(Cl)cc2)oc1-c1ccsc1. (3) Given the product CCOC(COCC(OCC)OCC)OCC, predict the reactants needed to synthesize it. The reactants are: CCOC(CBr)OCC.CCOC(CO)OCC.